From a dataset of Full USPTO retrosynthesis dataset with 1.9M reactions from patents (1976-2016). Predict the reactants needed to synthesize the given product. (1) Given the product [CH:1]1([CH2:4][N:5]2[C:10]([CH:11]=[N:12][N:13]([CH3:15])[CH3:14])=[C:9](/[CH:24]=[CH:23]/[C:22]([O:26][CH3:27])=[O:25])[C:8](=[O:16])[N:7]([CH2:17][CH:18]3[CH2:20][CH2:19]3)[C:6]2=[O:21])[CH2:2][CH2:3]1, predict the reactants needed to synthesize it. The reactants are: [CH:1]1([CH2:4][N:5]2[C:10]([CH:11]=[N:12][N:13]([CH3:15])[CH3:14])=[CH:9][C:8](=[O:16])[N:7]([CH2:17][CH:18]3[CH2:20][CH2:19]3)[C:6]2=[O:21])[CH2:3][CH2:2]1.[C:22]([O:26][CH3:27])(=[O:25])[CH:23]=[CH2:24]. (2) Given the product [C:1]([C:5]1[CH:6]=[C:7]2[C:12](=[C:13]([F:15])[CH:14]=1)[C:11](=[O:16])[N:10]([C:17]1[CH:24]=[C:23]([F:25])[CH:22]=[C:21]([C:26]3[CH:31]=[C:30]([NH:32][C:33]4[CH:38]=[CH:37][C:36]([N:39]5[CH2:44][CH2:43][N:42]([CH:45]6[CH2:46][O:47][CH2:48]6)[CH2:41][C@@H:40]5[CH3:49])=[CH:35][N:34]=4)[C:29](=[O:50])[N:28]([CH3:51])[CH:27]=3)[C:18]=1[CH2:19][OH:20])[N:9]=[CH:8]2)([CH3:2])([CH3:3])[CH3:4], predict the reactants needed to synthesize it. The reactants are: [C:1]([C:5]1[CH:6]=[C:7]2[C:12](=[C:13]([F:15])[CH:14]=1)[C:11](=[O:16])[N:10]([C:17]1[CH:24]=[C:23]([F:25])[CH:22]=[C:21]([C:26]3[CH:31]=[C:30]([NH:32][C:33]4[CH:38]=[CH:37][C:36]([N:39]5[CH2:44][CH2:43][N:42]([CH:45]6[CH2:48][O:47][CH2:46]6)[CH2:41][C@@H:40]5[CH3:49])=[CH:35][N:34]=4)[C:29](=[O:50])[N:28]([CH3:51])[CH:27]=3)[C:18]=1[CH:19]=[O:20])[N:9]=[CH:8]2)([CH3:4])([CH3:3])[CH3:2].[BH4-].[Na+]. (3) Given the product [CH2:14]([O:16][C:17]([C@@:19]1([CH3:25])[CH2:24][CH2:23][CH2:22][N:21]([C:11]([C@@H:2]2[O:1][C:6]3[CH:7]=[CH:8][CH:9]=[CH:10][C:5]=3[O:4][CH2:3]2)=[O:12])[CH2:20]1)=[O:18])[CH3:15], predict the reactants needed to synthesize it. The reactants are: [O:1]1[C:6]2[CH:7]=[CH:8][CH:9]=[CH:10][C:5]=2[O:4][CH2:3][C@@H:2]1[C:11](Cl)=[O:12].[CH2:14]([O:16][C:17]([C@@:19]1([CH3:25])[CH2:24][CH2:23][CH2:22][NH:21][CH2:20]1)=[O:18])[CH3:15].CCN(C(C)C)C(C)C. (4) Given the product [CH3:32][N:33]([CH3:34])[C:2]1[CH:10]=[CH:9][C:8]2[N:7](/[CH:11]=[C:12](/[C:14]3[CH:19]=[CH:18][N:17]=[CH:16][CH:15]=3)\[CH3:13])[C:6]3[CH2:20][CH2:21][N:22]([CH3:24])[CH2:23][C:5]=3[C:4]=2[CH:3]=1, predict the reactants needed to synthesize it. The reactants are: Cl[C:2]1[CH:10]=[CH:9][C:8]2[N:7]([CH:11]=[C:12]([C:14]3[CH:19]=[CH:18][N:17]=[CH:16][CH:15]=3)[CH3:13])[C:6]3[CH2:20][CH2:21][N:22]([CH3:24])[CH2:23][C:5]=3[C:4]=2[CH:3]=1.CC(C)([O-])C.[Na+].Cl.[CH3:32][NH:33][CH3:34]. (5) Given the product [Br:1][C:2]1[C:10]2[N:9]=[N:8][N:7]([CH2:11][CH:12]3[CH2:14][CH2:13]3)[C:6]=2[CH:5]=[CH:4][C:3]=1[O:15][C:16]1[C:21]([CH2:22][N:29]2[CH2:30][CH2:31][C:26]([F:32])([F:25])[CH2:27][CH2:28]2)=[CH:20][CH:19]=[CH:18][N:17]=1, predict the reactants needed to synthesize it. The reactants are: [Br:1][C:2]1[C:10]2[N:9]=[N:8][N:7]([CH2:11][CH:12]3[CH2:14][CH2:13]3)[C:6]=2[CH:5]=[CH:4][C:3]=1[O:15][C:16]1[C:21]([CH:22]=O)=[CH:20][CH:19]=[CH:18][N:17]=1.Cl.[F:25][C:26]1([F:32])[CH2:31][CH2:30][NH:29][CH2:28][CH2:27]1.C(N(CC)CC)C.C(O)(=O)C.C([BH3-])#N. (6) Given the product [Cl:29][C:27]1[CH:28]=[C:23]([C:17]2([C:19]([F:22])([F:20])[F:21])[O:16][N:15]=[C:14]([C:8]3[C:9]4[C:10](=[N:11][S:12][N:13]=4)[C:5]([C:3]([OH:4])=[O:2])=[CH:6][CH:7]=3)[CH2:18]2)[CH:24]=[C:25]([Cl:30])[CH:26]=1, predict the reactants needed to synthesize it. The reactants are: C[O:2][C:3]([C:5]1[C:10]2=[N:11][S:12][N:13]=[C:9]2[C:8]([C:14]2[CH2:18][C:17]([C:23]3[CH:28]=[C:27]([Cl:29])[CH:26]=[C:25]([Cl:30])[CH:24]=3)([C:19]([F:22])([F:21])[F:20])[O:16][N:15]=2)=[CH:7][CH:6]=1)=[O:4].[OH-].[Na+].Cl. (7) Given the product [C:1]([O:8][N:10]1[C:14](=[O:15])[CH2:13][CH2:12][C:11]1=[O:16])(=[O:7])[CH2:2][CH2:3][CH2:4][CH2:5][CH3:6], predict the reactants needed to synthesize it. The reactants are: [C:1]([OH:8])(=[O:7])[CH2:2][CH2:3][CH2:4][CH2:5][CH3:6].O[N:10]1[C:14](=[O:15])[CH2:13][CH2:12][C:11]1=[O:16].C1CCC(N=C=NC2CCCCC2)CC1.